This data is from Forward reaction prediction with 1.9M reactions from USPTO patents (1976-2016). The task is: Predict the product of the given reaction. (1) Given the reactants [F:1][C:2]1[CH:7]=[CH:6][CH:5]=[C:4]([F:8])[C:3]=1[N+:9]([O-:11])=[O:10].Cl[CH2:13][C:14]([O:16][C:17]([CH3:20])([CH3:19])[CH3:18])=[O:15].CC(C)([O-])C.[K+].Cl, predict the reaction product. The product is: [F:1][C:2]1[CH:7]=[C:6]([CH2:13][C:14]([O:16][C:17]([CH3:20])([CH3:19])[CH3:18])=[O:15])[CH:5]=[C:4]([F:8])[C:3]=1[N+:9]([O-:11])=[O:10]. (2) Given the reactants [Li+].[CH3:2]C([N-]C(C)C)C.[CH2:9]=[C:10]1[CH2:13][CH:12]([C:14]([O:16][CH2:17][CH3:18])=[O:15])[CH2:11]1.CI, predict the reaction product. The product is: [CH3:2][C:12]1([C:14]([O:16][CH2:17][CH3:18])=[O:15])[CH2:13][C:10](=[CH2:9])[CH2:11]1.